This data is from Reaction yield outcomes from USPTO patents with 853,638 reactions. The task is: Predict the reaction yield, written as a fraction of the theoretical maximum amount of product (1.0 means a 100% yield; for example, 0.34 means a 34% yield). (1) The reactants are F.F.F.C(N(CC)CC)C.C(N(CC)CC)C.[Si]([O:35][CH2:36][C@H:37]1[O:41][C@@H:40]([N:42]2[CH:49]=[C:48]([CH3:50])[C:46](=[O:47])[NH:45][C:43]2=[O:44])[C@H:39]([O:51][CH2:52][CH2:53][O:54][N:55]([CH3:57])[CH3:56])[C@@H:38]1[OH:58])(C(C)(C)C)(C1C=CC=CC=1)C1C=CC=CC=1.CO. The catalyst is C1COCC1.C(Cl)Cl. The product is [CH3:56][N:55]([CH3:57])[O:54][CH2:53][CH2:52][O:51][C@@H:39]1[C@H:38]([OH:58])[C@@H:37]([CH2:36][OH:35])[O:41][C@H:40]1[N:42]1[CH:49]=[C:48]([CH3:50])[C:46](=[O:47])[NH:45][C:43]1=[O:44]. The yield is 0.925. (2) The yield is 0.770. The catalyst is C(OCC)C. The reactants are [C:1]1([C:23]2[CH2:24][CH2:25][CH2:26][CH2:27][CH:28]=2)[CH:6]=[CH:5][C:4]([C:7]2[N:11]=[CH:10][N:9]([C:12]3[CH:17]=[CH:16][C:15]([O:18][C:19]([F:22])([F:21])[F:20])=[CH:14][CH:13]=3)[N:8]=2)=[CH:3][CH:2]=1.ClC1C=C(C=CC=1)C(OO)=[O:34]. The product is [C:23]12([C:1]3[CH:2]=[CH:3][C:4]([C:7]4[N:11]=[CH:10][N:9]([C:12]5[CH:13]=[CH:14][C:15]([O:18][C:19]([F:20])([F:21])[F:22])=[CH:16][CH:17]=5)[N:8]=4)=[CH:5][CH:6]=3)[O:34][CH:24]1[CH2:25][CH2:26][CH2:27][CH2:28]2. (3) The reactants are [N:1]1([CH2:6][CH2:7][CH2:8][O:9][C:10]2[CH:15]=[CH:14][C:13]([C:16]3([CH2:22][NH:23][C:24]4[C:29]([NH2:30])=[CH:28][CH:27]=[CH:26][N:25]=4)[CH2:21][CH2:20][O:19][CH2:18][CH2:17]3)=[CH:12][CH:11]=2)[CH2:5][CH2:4][CH2:3][CH2:2]1.[CH3:31]OC(OC)OC. The catalyst is C(O)=O. The product is [N:1]1([CH2:6][CH2:7][CH2:8][O:9][C:10]2[CH:15]=[CH:14][C:13]([C:16]3([CH2:22][N:23]4[C:24]5=[N:25][CH:26]=[CH:27][CH:28]=[C:29]5[N:30]=[CH:31]4)[CH2:17][CH2:18][O:19][CH2:20][CH2:21]3)=[CH:12][CH:11]=2)[CH2:5][CH2:4][CH2:3][CH2:2]1. The yield is 0.710. (4) The reactants are [Br:1][C:2]1[CH:3]=[CH:4][C:5]([CH2:8][C:9]#[N:10])=[N:6][CH:7]=1.Br[CH2:12][CH2:13][CH2:14][CH2:15]Br. No catalyst specified. The product is [Br:1][C:2]1[CH:3]=[CH:4][C:5]([C:8]2([C:9]#[N:10])[CH2:15][CH2:14][CH2:13][CH2:12]2)=[N:6][CH:7]=1. The yield is 0.780. (5) The reactants are [F:1][C:2]1[CH:13]=[C:12]([OH:14])[C:5]2[CH:6]=[C:7]([C:9](=[O:11])[CH3:10])[O:8][C:4]=2[CH:3]=1.C1(P(C2C=CC=CC=2)C2C=CC=CC=2)C=CC=CC=1.[C:34]1([C:40]2[S:41][CH:42]=[C:43]([CH2:45]O)[N:44]=2)[CH:39]=[CH:38][CH:37]=[CH:36][CH:35]=1.N(C(OC(C)C)=O)=NC(OC(C)C)=O. The catalyst is C1COCC1.ClCCl.C1C=CC=CC=1. The product is [F:1][C:2]1[CH:13]=[C:12]([O:14][CH2:45][C:43]2[N:44]=[C:40]([C:34]3[CH:35]=[CH:36][CH:37]=[CH:38][CH:39]=3)[S:41][CH:42]=2)[C:5]2[CH:6]=[C:7]([C:9](=[O:11])[CH3:10])[O:8][C:4]=2[CH:3]=1. The yield is 0.320. (6) The reactants are [NH2:1][CH2:2][CH2:3][C:4]1[CH:9]=[CH:8][C:7]([C:10]2[N:11]=[C:12]([NH2:15])[S:13][CH:14]=2)=[CH:6][CH:5]=1.O.[OH-].[Na+].[C:19](O[C:19]([O:21][C:22]([CH3:25])([CH3:24])[CH3:23])=[O:20])([O:21][C:22]([CH3:25])([CH3:24])[CH3:23])=[O:20]. The catalyst is O1CCOCC1. The product is [NH2:15][C:12]1[S:13][CH:14]=[C:10]([C:7]2[CH:6]=[CH:5][C:4]([CH2:3][CH2:2][NH:1][C:19](=[O:20])[O:21][C:22]([CH3:25])([CH3:24])[CH3:23])=[CH:9][CH:8]=2)[N:11]=1. The yield is 0.632. (7) The catalyst is O(C1C=CC=CC=1)C1C=CC=CC=1. The product is [OH:12][C:13]1[C:8]2[C:6](=[CH:5][CH:4]=[C:3]([O:2][CH3:1])[CH:9]=2)[N:7]=[CH:20][C:14]=1[C:15]([O:17][CH2:18][CH3:19])=[O:16]. The yield is 0.170. The reactants are [CH3:1][O:2][C:3]1[CH:9]=[CH:8][C:6]([NH2:7])=[CH:5][CH:4]=1.C([O:12][CH:13]=[C:14]([C:20](OCC)=O)[C:15]([O:17][CH2:18][CH3:19])=[O:16])C. (8) The reactants are [CH2:1]([O:8][C:9]1[CH:14]=[C:13]([O:15][CH2:16][C:17]2[CH:22]=[CH:21][CH:20]=[CH:19][CH:18]=2)[CH:12]=[CH:11][C:10]=1[CH2:23][CH2:24][C:25](OCC1C=CC=CC=1)=[O:26])[C:2]1[CH:7]=[CH:6][CH:5]=[CH:4][CH:3]=1.[H-].[H-].[H-].[H-].[Li+].[Al+3].O. The catalyst is O1CCCC1. The product is [CH2:1]([O:8][C:9]1[CH:14]=[C:13]([O:15][CH2:16][C:17]2[CH:22]=[CH:21][CH:20]=[CH:19][CH:18]=2)[CH:12]=[CH:11][C:10]=1[CH2:23][CH2:24][CH2:25][OH:26])[C:2]1[CH:3]=[CH:4][CH:5]=[CH:6][CH:7]=1. The yield is 0.820. (9) The reactants are [CH3:1][N:2]([CH3:18])[CH2:3][CH2:4][N:5]([CH3:17])[C:6](=[O:16])[C:7]1[CH:12]=[CH:11][C:10]([N+:13]([O-])=O)=[CH:9][CH:8]=1.[H][H]. The catalyst is CO.[Pd]. The product is [NH2:13][C:10]1[CH:11]=[CH:12][C:7]([C:6]([N:5]([CH2:4][CH2:3][N:2]([CH3:1])[CH3:18])[CH3:17])=[O:16])=[CH:8][CH:9]=1. The yield is 0.990.